Dataset: NCI-60 drug combinations with 297,098 pairs across 59 cell lines. Task: Regression. Given two drug SMILES strings and cell line genomic features, predict the synergy score measuring deviation from expected non-interaction effect. (1) Drug 1: C1C(C(OC1N2C=C(C(=O)NC2=O)F)CO)O. Drug 2: CCC(=C(C1=CC=CC=C1)C2=CC=C(C=C2)OCCN(C)C)C3=CC=CC=C3.C(C(=O)O)C(CC(=O)O)(C(=O)O)O. Cell line: K-562. Synergy scores: CSS=42.1, Synergy_ZIP=3.90, Synergy_Bliss=3.65, Synergy_Loewe=0, Synergy_HSA=5.64. (2) Drug 1: C1=NC2=C(N1)C(=S)N=C(N2)N. Drug 2: C1=CC=C(C(=C1)C(C2=CC=C(C=C2)Cl)C(Cl)Cl)Cl. Cell line: A498. Synergy scores: CSS=17.7, Synergy_ZIP=-5.16, Synergy_Bliss=-1.95, Synergy_Loewe=-8.01, Synergy_HSA=-2.00.